Predict hERG channel inhibition at various concentrations. From a dataset of hERG Central: cardiac toxicity at 1µM, 10µM, and general inhibition. (1) The molecule is Cc1nn(C)c(C)c1S(=O)(=O)N1CCCC(C(=O)N2CCN(c3ccc(Cl)cc3)CC2)C1. Results: hERG_inhib (hERG inhibition (general)): blocker. (2) The compound is Cc1ccn2c(=O)nc(SCc3cccc(C(F)(F)F)c3)nc2c1. Results: hERG_inhib (hERG inhibition (general)): blocker.